Dataset: Full USPTO retrosynthesis dataset with 1.9M reactions from patents (1976-2016). Task: Predict the reactants needed to synthesize the given product. (1) Given the product [I:1][C:2]1[C:10]2[C:5](=[CH:6][CH:7]=[C:8]([NH2:11])[CH:9]=2)[NH:4][N:3]=1, predict the reactants needed to synthesize it. The reactants are: [I:1][C:2]1[C:10]2[C:5](=[CH:6][CH:7]=[C:8]([N+:11]([O-])=O)[CH:9]=2)[NH:4][N:3]=1. (2) The reactants are: [NH2:1][C@H:2]1[CH2:7][CH2:6][C@H:5]([CH2:8][NH:9][C:10]2[C:15]([N+:16]([O-:18])=[O:17])=[CH:14][N:13]=[C:12]([NH:19][CH2:20][C:21]3[CH:26]=[CH:25][CH:24]=[CH:23][C:22]=3[O:27][C:28]([F:31])([F:30])[F:29])[N:11]=2)[CH2:4][CH2:3]1.F[C:33]1[CH:38]=[CH:37][CH:36]=[CH:35][N:34]=1. Given the product [N+:16]([C:15]1[C:10]([NH:9][CH2:8][C@H:5]2[CH2:4][CH2:3][C@H:2]([NH:1][C:33]3[CH:38]=[CH:37][CH:36]=[CH:35][N:34]=3)[CH2:7][CH2:6]2)=[N:11][C:12]([NH:19][CH2:20][C:21]2[CH:26]=[CH:25][CH:24]=[CH:23][C:22]=2[O:27][C:28]([F:30])([F:31])[F:29])=[N:13][CH:14]=1)([O-:18])=[O:17], predict the reactants needed to synthesize it. (3) Given the product [NH:1]1[C:9]2[C:4](=[CH:5][C:6]([NH:10][C:11]3[C:20]4[C:15](=[CH:16][CH:17]=[CH:18][CH:19]=4)[N:14]=[C:13]([C:21]4[CH:22]=[C:23]([CH:29]=[CH:30][CH:31]=4)[O:24][CH2:25][C:26]([NH:90][C@@H:87]4[CH2:88][CH2:89][O:85][CH2:86]4)=[O:27])[N:12]=3)=[CH:7][CH:8]=2)[CH:3]=[N:2]1, predict the reactants needed to synthesize it. The reactants are: [NH:1]1[C:9]2[C:4](=[CH:5][C:6]([NH:10][C:11]3[C:20]4[C:15](=[CH:16][CH:17]=[CH:18][CH:19]=4)[N:14]=[C:13]([C:21]4[CH:22]=[C:23]([CH:29]=[CH:30][CH:31]=4)[O:24][CH2:25][C:26](O)=[O:27])[N:12]=3)=[CH:7][CH:8]=2)[CH:3]=[N:2]1.C1CN([P+](ON2N=NC3C=CC=CC2=3)(N2CCCC2)N2CCCC2)CC1.F[P-](F)(F)(F)(F)F.CCN(C(C)C)C(C)C.CC1C=CC(S([O-])(=O)=O)=CC=1.[O:85]1[CH2:89][CH2:88][C@@H:87]([NH3+:90])[CH2:86]1. (4) Given the product [F:21][C:2]([F:1])([F:20])[O:3][C:4]1[CH:5]=[C:6]([N:10]2[CH:14]=[C:13]([CH2:15][C:16]([OH:18])=[O:17])[N:12]=[CH:11]2)[CH:7]=[CH:8][CH:9]=1, predict the reactants needed to synthesize it. The reactants are: [F:1][C:2]([F:21])([F:20])[O:3][C:4]1[CH:5]=[C:6]([N:10]2[CH:14]=[C:13]([CH2:15][C:16]([O:18]C)=[O:17])[N:12]=[CH:11]2)[CH:7]=[CH:8][CH:9]=1.Cl.O1CCOCC1. (5) Given the product [C:19]1([CH3:22])[CH:18]=[CH:17][C:16]([S:13]([CH:9]([N+:10]#[C-:11])[C:3]2[CH:4]=[CH:5][C:6]([F:8])=[CH:7][C:2]=2[F:1])(=[O:15])=[O:14])=[CH:21][CH:20]=1, predict the reactants needed to synthesize it. The reactants are: [F:1][C:2]1[CH:7]=[C:6]([F:8])[CH:5]=[CH:4][C:3]=1[CH:9]([S:13]([C:16]1[CH:21]=[CH:20][C:19]([CH3:22])=[CH:18][CH:17]=1)(=[O:15])=[O:14])[NH:10][CH:11]=O.P(Cl)(Cl)(Cl)=O.N1C(C)=CC=CC=1C. (6) Given the product [CH3:29][N:30]1[CH2:43][CH2:42][C:33]2[N:34](/[CH:2]=[C:3](/[C:5]3[CH:10]=[CH:9][CH:8]=[C:7]([S:11][CH3:12])[CH:6]=3)\[CH3:4])[C:35]3[CH:36]=[CH:37][C:38]([CH3:41])=[CH:39][C:40]=3[C:32]=2[CH2:31]1, predict the reactants needed to synthesize it. The reactants are: Br[CH:2]=[C:3]([C:5]1[CH:6]=[C:7]([S:11][CH3:12])[CH:8]=[CH:9][CH:10]=1)[CH3:4].P([O-])([O-])([O-])=O.[K+].[K+].[K+].N1CCC[C@H]1C(O)=O.[CH3:29][N:30]1[CH2:43][CH2:42][C:33]2[NH:34][C:35]3[CH:36]=[CH:37][C:38]([CH3:41])=[CH:39][C:40]=3[C:32]=2[CH2:31]1. (7) Given the product [CH3:2][C@@H:3]([NH:11][CH2:12][C:13]#[CH:14])[CH2:4][C:5]1[CH:10]=[CH:9][CH:8]=[CH:7][CH:6]=1, predict the reactants needed to synthesize it. The reactants are: Cl.[CH3:2][C@@H:3]([NH2+:11][CH2:12][C:13]#[CH:14])[CH2:4][C:5]1[CH:10]=[CH:9][CH:8]=[CH:7][CH:6]=1. (8) Given the product [F:20][C:21]1[CH:26]=[CH:25][C:24]([C:2]2[CH:3]=[N:4][C:5]3[N:6]([CH:8]=[C:9]([CH2:11][O:12][C:13]4[CH:14]=[N:15][CH:16]=[C:17]([F:19])[CH:18]=4)[N:10]=3)[CH:7]=2)=[C:23]([OH:30])[CH:22]=1, predict the reactants needed to synthesize it. The reactants are: Br[C:2]1[CH:3]=[N:4][C:5]2[N:6]([CH:8]=[C:9]([CH2:11][O:12][C:13]3[CH:14]=[N:15][CH:16]=[C:17]([F:19])[CH:18]=3)[N:10]=2)[CH:7]=1.[F:20][C:21]1[CH:26]=[CH:25][C:24](B(O)O)=[C:23]([OH:30])[CH:22]=1. (9) Given the product [Cl:1][C:2]1[CH:3]=[C:4]([NH:17][C:18]2[CH:19]=[CH:20][C:21]([N:24]3[CH2:29][CH2:28][NH:27][CH2:26][C@@H:25]3[CH3:37])=[CH:22][N:23]=2)[C:5](=[O:16])[NH:6][N:7]=1, predict the reactants needed to synthesize it. The reactants are: [Cl:1][C:2]1[CH:3]=[C:4]([NH:17][C:18]2[N:23]=[CH:22][C:21]([N:24]3[CH2:29][CH2:28][N:27](C(OC(C)(C)C)=O)[CH2:26][C@@H:25]3[CH3:37])=[CH:20][CH:19]=2)[C:5](=[O:16])[N:6](COCC[Si](C)(C)C)[N:7]=1.Cl.